From a dataset of Full USPTO retrosynthesis dataset with 1.9M reactions from patents (1976-2016). Predict the reactants needed to synthesize the given product. (1) The reactants are: [OH-].[Na+].[C:3]([OH:13])(=[O:12])[CH:4]([C:6]1[CH:11]=[CH:10][CH:9]=[CH:8][CH:7]=1)[OH:5].[Cl-].[Zn+2:15].[Cl-]. Given the product [C:3]([O-:13])(=[O:12])[CH:4]([C:6]1[CH:11]=[CH:10][CH:9]=[CH:8][CH:7]=1)[OH:5].[Zn+2:15].[C:3]([O-:13])(=[O:12])[CH:4]([C:6]1[CH:11]=[CH:10][CH:9]=[CH:8][CH:7]=1)[OH:5], predict the reactants needed to synthesize it. (2) Given the product [Cl:23][C:24]1[CH:25]=[C:26]([N:30]2[C:34]([CH2:35][NH:36][C:13]([NH:12][C:9]3[CH:8]=[CH:7][C:6]([C:2]4([OH:1])[CH2:3][O:4][CH2:5]4)=[CH:11][CH:10]=3)=[O:21])=[CH:33][C:32]([C:37]([F:38])([F:39])[F:40])=[N:31]2)[CH:27]=[CH:28][CH:29]=1, predict the reactants needed to synthesize it. The reactants are: [OH:1][C:2]1([C:6]2[CH:11]=[CH:10][C:9]([NH:12][C:13](=[O:21])OC3C=CC=CC=3)=[CH:8][CH:7]=2)[CH2:5][O:4][CH2:3]1.Cl.[Cl:23][C:24]1[CH:25]=[C:26]([N:30]2[C:34]([CH2:35][NH2:36])=[CH:33][C:32]([C:37]([F:40])([F:39])[F:38])=[N:31]2)[CH:27]=[CH:28][CH:29]=1. (3) Given the product [Br:31][C:3]1[CH:2]=[C:1]([C:14]2[CH:23]=[CH:22][CH:21]=[CH:20][C:15]=2[C:16]([O:18][CH3:19])=[O:17])[C:13]2[NH:12][C:11]3[C:6]([C:5]=2[CH:4]=1)=[CH:7][CH:8]=[CH:9][CH:10]=3, predict the reactants needed to synthesize it. The reactants are: [C:1]1([C:14]2[CH:23]=[CH:22][CH:21]=[CH:20][C:15]=2[C:16]([O:18][CH3:19])=[O:17])[C:13]2[NH:12][C:11]3[C:6](=[CH:7][CH:8]=[CH:9][CH:10]=3)[C:5]=2[CH:4]=[CH:3][CH:2]=1.C1C(=O)N([Br:31])C(=O)C1.O. (4) Given the product [F:1][C:2]1[CH:7]=[C:6]([N+:8]([O-:10])=[O:9])[CH:5]=[CH:4][C:3]=1[C:11](=[CH2:19])[C:12]([O:14][C:15]([CH3:18])([CH3:17])[CH3:16])=[O:13], predict the reactants needed to synthesize it. The reactants are: [F:1][C:2]1[CH:7]=[C:6]([N+:8]([O-:10])=[O:9])[CH:5]=[CH:4][C:3]=1[CH2:11][C:12]([O:14][C:15]([CH3:18])([CH3:17])[CH3:16])=[O:13].[CH3:19]N(CN(C)C)C.C(OC(=O)C)(=O)C.O. (5) Given the product [F:21][C:22]1[CH:23]=[C:24]2[C:28](=[CH:29][C:30]=1[NH:31][C:32](=[O:35])[CH2:33][OH:34])[NH:27][C:26](=[O:36])[C:25]2=[CH:19][C:3]1[NH:4][C:5]2[CH2:10][CH2:9][N:8]([CH2:11][CH2:12][N:13]3[CH2:14][CH2:15][CH2:16][CH2:17]3)[C:7](=[O:18])[C:6]=2[C:2]=1[CH3:1], predict the reactants needed to synthesize it. The reactants are: [CH3:1][C:2]1[C:6]2[C:7](=[O:18])[N:8]([CH2:11][CH2:12][N:13]3[CH2:17][CH2:16][CH2:15][CH2:14]3)[CH2:9][CH2:10][C:5]=2[NH:4][C:3]=1[CH:19]=O.[F:21][C:22]1[CH:23]=[C:24]2[C:28](=[CH:29][C:30]=1[NH:31][C:32](=[O:35])[CH2:33][OH:34])[NH:27][C:26](=[O:36])[CH2:25]2. (6) Given the product [Cl:1][C:2]1[CH:3]=[N:4][C:5]([N:24]2[CH2:25][CH:26]([O:28][C:29]3[CH:34]=[CH:33][CH:32]=[C:31]([F:35])[CH:30]=3)[CH2:27]2)=[C:6]([CH:23]=1)[C:7]([NH:9][CH2:10][C:13]1[CH:22]=[CH:21][C:16]([C:17]([OH:19])=[O:18])=[CH:15][N:14]=1)=[O:8], predict the reactants needed to synthesize it. The reactants are: [Cl:1][C:2]1[CH:3]=[N:4][C:5]([N:24]2[CH2:27][CH:26]([O:28][C:29]3[CH:34]=[CH:33][CH:32]=[C:31]([F:35])[CH:30]=3)[CH2:25]2)=[C:6]([CH:23]=1)[C:7]([NH:9][C:10]1([C:13]2[CH:22]=[CH:21][C:16]([C:17]([O:19]C)=[O:18])=[CH:15][N:14]=2)CC1)=[O:8].O.[OH-].[Li+]. (7) The reactants are: [CH3:1][NH:2][C:3]1[CH:11]=[CH:10][CH:9]=[CH:8][C:4]=1[C:5]([OH:7])=[O:6].[I:12][CH2:13][CH2:14]O.C1(N=C=NC2CCCCC2)CCCCC1. Given the product [CH3:1][NH:2][C:3]1[CH:11]=[CH:10][CH:9]=[CH:8][C:4]=1[C:5]([O:7][CH2:14][CH2:13][I:12])=[O:6], predict the reactants needed to synthesize it. (8) Given the product [CH2:1]([O:3][C:4]([C:6]1[CH:10]=[CH:9][N:8]([CH2:12][C:13]2[CH:18]=[CH:17][CH:16]=[CH:15][CH:14]=2)[C:7]=1[CH3:11])=[O:5])[CH3:2], predict the reactants needed to synthesize it. The reactants are: [CH2:1]([O:3][C:4]([C:6]1[CH:10]=[CH:9][NH:8][C:7]=1[CH3:11])=[O:5])[CH3:2].[CH2:12](Br)[C:13]1[CH:18]=[CH:17][CH:16]=[CH:15][CH:14]=1.[H-].[Na+].